From a dataset of Full USPTO retrosynthesis dataset with 1.9M reactions from patents (1976-2016). Predict the reactants needed to synthesize the given product. (1) Given the product [C:1]([O:4][C@@H:5]1[C@@H:11]([O:12][C:13](=[O:15])[CH3:14])[C@H:10]([O:16][C:17](=[O:19])[CH3:18])[C@@H:9]([CH2:20][O:21][C:22](=[O:24])[CH3:23])[O:8][CH:6]1[O:7][CH2:45][C:44]([OH:47])=[O:43])(=[O:3])[CH3:2], predict the reactants needed to synthesize it. The reactants are: [C:1]([O:4][C@@H:5]1[C@@H:11]([O:12][C:13](=[O:15])[CH3:14])[C@H:10]([O:16][C:17](=[O:19])[CH3:18])[C@@H:9]([CH2:20][O:21][C:22](=[O:24])[CH3:23])[O:8][CH:6]1[OH:7])(=[O:3])[CH3:2].C1CCN2C(=NCCC2)CC1.C([O:43][C:44](=[O:47])[CH2:45]Br)C1C=CC=CC=1.COC(C)(C)C. (2) Given the product [C:11]([C:10]1[CH:13]=[CH:14][CH:15]=[CH:16][C:9]=1[C:6]1[N:7]=[CH:8][C:3]([CH2:2][CH:19]([C:18](=[O:17])[CH2:24][CH2:25][CH3:26])[C:20]([O:22][CH3:23])=[O:21])=[CH:4][CH:5]=1)#[N:12], predict the reactants needed to synthesize it. The reactants are: Br[CH2:2][C:3]1[CH:4]=[CH:5][C:6]([C:9]2[CH:16]=[CH:15][CH:14]=[CH:13][C:10]=2[C:11]#[N:12])=[N:7][CH:8]=1.[O:17]=[C:18]([CH2:24][CH2:25][CH3:26])[CH2:19][C:20]([O:22][CH3:23])=[O:21].C(N(C(C)C)CC)(C)C.O.[Br-].[Li+].